Task: Predict the reactants needed to synthesize the given product.. Dataset: Full USPTO retrosynthesis dataset with 1.9M reactions from patents (1976-2016) (1) Given the product [CH3:29][C:30]1[C:35]([CH2:36][NH:37][C:19]([C:17]2[C:16]([C:22]([F:23])([F:24])[F:25])=[N:15][N:14]([CH2:13][C:12]3[CH:26]=[CH:27][C:9]([CH2:8][N:3]4[CH:4]=[CH:5][CH:6]=[CH:7][C:2]4=[O:1])=[CH:10][CH:11]=3)[CH:18]=2)=[O:21])=[C:34]([CH3:38])[N:33]=[C:32]2[NH:39][CH:40]=[CH:41][C:31]=12, predict the reactants needed to synthesize it. The reactants are: [O:1]=[C:2]1[CH:7]=[CH:6][CH:5]=[CH:4][N:3]1[CH2:8][C:9]1[CH:27]=[CH:26][C:12]([CH2:13][N:14]2[CH:18]=[C:17]([C:19]([OH:21])=O)[C:16]([C:22]([F:25])([F:24])[F:23])=[N:15]2)=[CH:11][CH:10]=1.Cl.[CH3:29][C:30]1[C:35]([CH2:36][NH2:37])=[C:34]([CH3:38])[N:33]=[C:32]2[NH:39][CH:40]=[CH:41][C:31]=12.C1C=CC2N(O)N=NC=2C=1.C(N(CC)CC)C.CCN=C=NCCCN(C)C.Cl. (2) Given the product [Cl:1][C:2]1[CH:7]=[C:6]([C:8]([F:11])([F:10])[F:9])[C:5]([NH2:12])=[C:4]([C:22]#[C:21][C:16]2[CH:17]=[CH:18][CH:19]=[CH:20][C:15]=2[Cl:14])[CH:3]=1, predict the reactants needed to synthesize it. The reactants are: [Cl:1][C:2]1[CH:7]=[C:6]([C:8]([F:11])([F:10])[F:9])[C:5]([NH2:12])=[C:4](I)[CH:3]=1.[Cl:14][C:15]1[CH:20]=[CH:19][CH:18]=[CH:17][C:16]=1[C:21]#[CH:22]. (3) Given the product [CH3:14][C:13]([CH3:15])([CH3:16])[C@@H:11]([N:7]1[CH2:6][CH2:5][C@@:4]([C:17]2[CH:22]=[CH:21][C:20]([F:23])=[CH:19][CH:18]=2)([CH2:1][CH2:2][OH:24])[O:9][C:8]1=[O:10])[CH3:12], predict the reactants needed to synthesize it. The reactants are: [CH2:1]([C@@:4]1([C:17]2[CH:22]=[CH:21][C:20]([F:23])=[CH:19][CH:18]=2)[O:9][C:8](=[O:10])[N:7]([C@H:11]([C:13]([CH3:16])([CH3:15])[CH3:14])[CH3:12])[CH2:6][CH2:5]1)[CH:2]=C.[O:24]=[O+][O-].[BH4-].[Na+]. (4) Given the product [CH2:57]([N:48]([CH2:46][CH3:47])[CH2:49][CH2:50][N:51]1[CH2:52][CH2:53][N:54]([C:36]([C:25]2[N:26]([CH2:28][C:29]3[CH:34]=[CH:33][C:32]([CH3:35])=[CH:31][CH:30]=3)[CH:27]=[C:23]([CH3:22])[C:24]=2[C:39]2[CH:40]=[CH:41][C:42]([CH3:45])=[CH:43][CH:44]=2)=[O:37])[CH2:55][CH2:56]1)[CH3:58], predict the reactants needed to synthesize it. The reactants are: CCN=C=NCCCN(C)C.C1C=NC2N(O)N=NC=2C=1.[CH3:22][C:23]1[C:24]([C:39]2[CH:44]=[CH:43][C:42]([CH3:45])=[CH:41][CH:40]=2)=[C:25]([C:36](O)=[O:37])[N:26]([CH2:28][C:29]2[CH:34]=[CH:33][C:32]([CH3:35])=[CH:31][CH:30]=2)[CH:27]=1.[CH2:46]([N:48]([CH2:57][CH3:58])[CH2:49][CH2:50][N:51]1[CH2:56][CH2:55][NH:54][CH2:53][CH2:52]1)[CH3:47]. (5) Given the product [Cl:1][C:2]1[CH:7]=[C:6]([C:8]2[CH:13]=[CH:12][C:11]([Cl:14])=[CH:10][CH:9]=2)[CH:5]=[CH:4][C:3]=1[CH2:15][CH:16]=[O:17], predict the reactants needed to synthesize it. The reactants are: [Cl:1][C:2]1[CH:7]=[C:6]([C:8]2[CH:13]=[CH:12][C:11]([Cl:14])=[CH:10][CH:9]=2)[CH:5]=[CH:4][C:3]=1/[CH:15]=[CH:16]/[O:17]C.C([O-])(O)=O.[Na+].